From a dataset of Reaction yield outcomes from USPTO patents with 853,638 reactions. Predict the reaction yield, written as a fraction of the theoretical maximum amount of product (1.0 means a 100% yield; for example, 0.34 means a 34% yield). (1) The reactants are [CH2:1]([O:3][C:4](=[O:28])[CH2:5][N:6]1[C:10]2[C:11]([CH:15]([CH2:18][CH3:19])[CH2:16][CH3:17])=[CH:12][CH:13]=[CH:14][C:9]=2[N:8](C(OC(C)(C)C)=O)[C:7]1=[O:27])[CH3:2].Cl. The catalyst is C(OCC)(=O)C.C(=O)([O-])O.[Na+]. The product is [CH2:16]([CH:15]([C:11]1[C:10]2[N:6]([CH2:5][C:4]([O:3][CH2:1][CH3:2])=[O:28])[C:7](=[O:27])[NH:8][C:9]=2[CH:14]=[CH:13][CH:12]=1)[CH2:18][CH3:19])[CH3:17]. The yield is 0.930. (2) The reactants are [OH:1][C:2]1[CH:7]=[C:6]([N:8]2[CH2:13][CH2:12][O:11][CH2:10][CH2:9]2)[CH:5]=[C:4]([OH:14])[C:3]=1[C:15](=[O:17])[CH3:16].C([O-])([O-])=O.[K+].[K+].[C:24]([C:26]1[CH:34]=[CH:33][C:29]([C:30](Cl)=O)=[CH:28][CH:27]=1)#[N:25].O. The catalyst is CC(C)=O. The product is [OH:1][C:2]1[CH:7]=[C:6]([N:8]2[CH2:13][CH2:12][O:11][CH2:10][CH2:9]2)[CH:5]=[C:4]2[C:3]=1[C:15](=[O:17])[CH:16]=[C:30]([C:29]1[CH:33]=[CH:34][C:26]([C:24]#[N:25])=[CH:27][CH:28]=1)[O:14]2. The yield is 0.0100.